This data is from Catalyst prediction with 721,799 reactions and 888 catalyst types from USPTO. The task is: Predict which catalyst facilitates the given reaction. (1) Reactant: [F:1][C:2]([F:15])([F:14])[C:3]1[CH:8]=[CH:7][C:6]([CH:9]=[CH:10][C:11](O)=[O:12])=[CH:5][CH:4]=1.S(=O)(=O)(O)O. Product: [F:1][C:2]([F:14])([F:15])[C:3]1[CH:4]=[CH:5][C:6]([CH:9]=[CH:10][CH2:11][OH:12])=[CH:7][CH:8]=1. The catalyst class is: 5. (2) Reactant: Cl[C:2]1[CH:7]=[C:6]([Cl:8])[N:5]=[C:4]([O:9][CH3:10])[N:3]=1.[F:11][C:12]1[CH:13]=[C:14]([CH2:20][CH2:21][NH2:22])[CH:15]=[CH:16][C:17]=1[O:18][CH3:19].C(=O)(O)[O-].[Na+].O. Product: [Cl:8][C:6]1[N:5]=[C:4]([O:9][CH3:10])[N:3]=[C:2]([NH:22][CH2:21][CH2:20][C:14]2[CH:15]=[CH:16][C:17]([O:18][CH3:19])=[C:12]([F:11])[CH:13]=2)[CH:7]=1. The catalyst class is: 14. (3) Reactant: [CH3:1][O:2][C:3](=[O:51])[C:4]([CH3:50])([CH3:49])[CH2:5][CH2:6][C:7]([N:9]([CH2:15][C:16]1[CH:17]=[C:18]([CH:46]=[CH:47][CH:48]=1)[C:19]([NH:21][C:22]1[S:23][C:24]2[CH2:45][CH2:44][CH2:43][CH2:42][C:25]=2[C:26]=1[C:27]([NH:29][C:30]1[CH:31]=[CH:32][C:33]([C:36]([CH3:41])([CH3:40])[C:37](O)=[O:38])=[N:34][CH:35]=1)=[O:28])=[O:20])[CH:10]([CH2:13][CH3:14])[CH2:11][CH3:12])=[O:8].CN1CCOCC1.ClC(OCC(C)C)=O. Product: [OH:38][CH2:37][C:36]([C:33]1[N:34]=[CH:35][C:30]([NH:29][C:27]([C:26]2[C:25]3[CH2:42][CH2:43][CH2:44][CH2:45][C:24]=3[S:23][C:22]=2[NH:21][C:19]([C:18]2[CH:17]=[C:16]([CH:48]=[CH:47][CH:46]=2)[CH2:15][N:9]([CH:10]([CH2:11][CH3:12])[CH2:13][CH3:14])[C:7](=[O:8])[CH2:6][CH2:5][C:4]([CH3:50])([CH3:49])[C:3]([O:2][CH3:1])=[O:51])=[O:20])=[O:28])=[CH:31][CH:32]=1)([CH3:40])[CH3:41]. The catalyst class is: 1. (4) Reactant: [C:1]([O:20][CH2:21][C@@H:22]([OH:31])[CH2:23][CH2:24][C:25]([CH:29]=[CH2:30])(O)[CH:26]=[CH2:27])([C:14]1[CH:19]=[CH:18][CH:17]=[CH:16][CH:15]=1)([C:8]1[CH:13]=[CH:12][CH:11]=[CH:10][CH:9]=1)[C:2]1[CH:7]=[CH:6][CH:5]=[CH:4][CH:3]=1.C1(C)C(S(Cl)(=O)=O)=CC=CC=1.O. Product: [C:1]([O:20][CH2:21][C@@H:22]1[O:31][C:25]([CH:26]=[CH2:27])([CH:29]=[CH2:30])[CH2:24][CH2:23]1)([C:14]1[CH:19]=[CH:18][CH:17]=[CH:16][CH:15]=1)([C:2]1[CH:7]=[CH:6][CH:5]=[CH:4][CH:3]=1)[C:8]1[CH:13]=[CH:12][CH:11]=[CH:10][CH:9]=1. The catalyst class is: 17. (5) The catalyst class is: 1. Reactant: Br[C:2]1([Cl:14])[CH2:7][CH:6]=[CH:5][CH:4]=[C:3]1[C:8]1[CH:13]=[CH:12][CH:11]=[CH:10][CH:9]=1.[Li]CCCC.CCCCCC.CON(C)[C:29]([C@@H:31]1[CH2:36][CH2:35][CH2:34][N:33]([C:37]([O:39][C:40]([CH3:43])([CH3:42])[CH3:41])=[O:38])[CH2:32]1)=[O:30]. Product: [C:40]([O:39][C:37]([N:33]1[CH2:34][CH2:35][CH2:36][C@@H:31]([C:29](=[O:30])[C:9]2[CH:10]=[CH:11][CH:12]=[CH:13][C:8]=2[C:3]2[CH:4]=[CH:5][CH:6]=[CH:7][C:2]=2[Cl:14])[CH2:32]1)=[O:38])([CH3:43])([CH3:42])[CH3:41]. (6) Reactant: Cl.[Cl:2][C:3]1[C:4]([F:24])=[C:5]([NH:10][C:11]2[C:20]3[C:15](=[CH:16][C:17]([OH:23])=[C:18]([O:21][CH3:22])[CH:19]=3)[N:14]=[CH:13][N:12]=2)[CH:6]=[CH:7][C:8]=1[Cl:9].C(=O)([O-])[O-].[K+].[K+].CS(O[CH2:36][CH:37]1[CH2:46][N:45]2[CH:40]([CH2:41][CH2:42][CH2:43][CH2:44]2)[CH2:39][CH2:38]1)(=O)=O. Product: [Cl:2][C:3]1[C:4]([F:24])=[C:5]([NH:10][C:11]2[C:20]3[C:15](=[CH:16][C:17]([O:23][CH2:36][CH:37]4[CH2:46][N:45]5[CH:40]([CH2:41][CH2:42][CH2:43][CH2:44]5)[CH2:39][CH2:38]4)=[C:18]([O:21][CH3:22])[CH:19]=3)[N:14]=[CH:13][N:12]=2)[CH:6]=[CH:7][C:8]=1[Cl:9]. The catalyst class is: 9. (7) Reactant: [H-].[Al+3].[Li+].[H-].[H-].[H-].[N:7]12[CH2:15][CH2:14][CH:11]([CH2:12][CH2:13]1)[N:10]([C:16]([C:18]1[CH:23]=[CH:22][CH:21]=[CH:20][N:19]=1)=O)[CH2:9][CH2:8]2.C(Cl)(Cl)Cl.CO.C(Cl)(Cl)Cl. Product: [N:19]1[CH:20]=[CH:21][CH:22]=[CH:23][C:18]=1[CH2:16][N:10]1[CH:11]2[CH2:12][CH2:13][N:7]([CH2:15][CH2:14]2)[CH2:8][CH2:9]1. The catalyst class is: 1.